Dataset: Forward reaction prediction with 1.9M reactions from USPTO patents (1976-2016). Task: Predict the product of the given reaction. (1) The product is: [NH2:1][C:2]1[N:3]=[CH:4][C:5]2[CH2:11][N:10]([C:12]3[CH:20]=[CH:19][C:15]([C:16]([NH:54][C:55]4[CH:56]=[C:57]([CH3:61])[CH:58]=[CH:59][CH:60]=4)=[O:18])=[CH:14][CH:13]=3)[CH2:9][CH2:8][C:6]=2[N:7]=1. Given the reactants [NH2:1][C:2]1[N:3]=[CH:4][C:5]2[CH2:11][N:10]([C:12]3[CH:20]=[CH:19][C:15]([C:16]([OH:18])=O)=[CH:14][CH:13]=3)[CH2:9][CH2:8][C:6]=2[N:7]=1.C(N(CC)C(C)C)(C)C.CN(C(ON1N=NC2C=CC=CC1=2)=[N+](C)C)C.F[P-](F)(F)(F)(F)F.[NH2:54][C:55]1[CH:60]=[CH:59][CH:58]=[C:57]([CH3:61])[CH:56]=1, predict the reaction product. (2) Given the reactants [CH3:1][C@H:2]([NH:10][CH3:11])[CH2:3][C:4]1[CH:9]=[CH:8][CH:7]=[CH:6][CH:5]=1.[C:12](N1C=CN=C1)([N:14]1[CH:18]=[CH:17][N:16]=[CH:15]1)=[O:13], predict the reaction product. The product is: [CH3:11][N:10]([C@H:2]([CH3:1])[CH2:3][C:4]1[CH:5]=[CH:6][CH:7]=[CH:8][CH:9]=1)[C:12]([N:14]1[CH:18]=[CH:17][N:16]=[CH:15]1)=[O:13]. (3) Given the reactants CN.C1COCC1.[CH2:8]([N:10](CC)CC)C.[F:15][C:16]([F:27])([F:26])[C:17]1[CH:18]=[C:19]([CH:23]=[CH:24][CH:25]=1)[C:20](Cl)=[O:21].O, predict the reaction product. The product is: [CH3:8][NH:10][C:20](=[O:21])[C:19]1[CH:23]=[CH:24][CH:25]=[C:17]([C:16]([F:27])([F:26])[F:15])[CH:18]=1.